From a dataset of Full USPTO retrosynthesis dataset with 1.9M reactions from patents (1976-2016). Predict the reactants needed to synthesize the given product. Given the product [Cl:4][C:5]1[CH:6]=[CH:7][C:8]2[N:14]([C:27](=[O:29])[CH3:28])[C:13]3[CH:15]=[CH:16][CH:17]=[CH:18][C:12]=3[C:11]([C:19]3[CH:24]=[CH:23][C:22]([F:25])=[CH:21][CH:20]=3)=[N:10][C:9]=2[CH:26]=1, predict the reactants needed to synthesize it. The reactants are: CNC.[Cl:4][C:5]1[CH:6]=[CH:7][C:8]2[NH:14][C:13]3[CH:15]=[CH:16][CH:17]=[CH:18][C:12]=3[C:11]([C:19]3[CH:24]=[CH:23][C:22]([F:25])=[CH:21][CH:20]=3)=[N:10][C:9]=2[CH:26]=1.[C:27](Cl)(=[O:29])[CH3:28].CCOC(C)=O.CCCCCCC.